This data is from Experimentally validated miRNA-target interactions with 360,000+ pairs, plus equal number of negative samples. The task is: Binary Classification. Given a miRNA mature sequence and a target amino acid sequence, predict their likelihood of interaction. The miRNA is hsa-miR-1237-3p with sequence UCCUUCUGCUCCGUCCCCCAG. The protein sequence of the target gene is MQRLMMLLATSGACLGLLAVAAVAAAGANPAQRDTHSLLPTHRRQKRDWIWNQMHIDEEKNTSLPHHVGKIKSSVSRKNAKYLLKGEYVGKVFRVDAETGDVFAIERLDRENISEYHLTAVIVDKDTGENLETPSSFTIKVHDVNDNWPVFTHRLFNASVPESSAVGTSVISVTAVDADDPTVGDHASVMYQILKGKEYFAIDNSGRIITITKSLDREKQARYEIVVEARDAQGLRGDSGTATVLVTLQDINDNFPFFTQTKYTFVVPEDTRVGTSVGSLFVEDPDEPQNRMTKYSILRG.... Result: 1 (interaction).